This data is from Merck oncology drug combination screen with 23,052 pairs across 39 cell lines. The task is: Regression. Given two drug SMILES strings and cell line genomic features, predict the synergy score measuring deviation from expected non-interaction effect. Drug 1: O=S1(=O)NC2(CN1CC(F)(F)F)C1CCC2Cc2cc(C=CCN3CCC(C(F)(F)F)CC3)ccc2C1. Drug 2: NC1CCCCC1N.O=C(O)C(=O)O.[Pt+2]. Cell line: UWB1289. Synergy scores: synergy=-24.2.